Dataset: NCI-60 drug combinations with 297,098 pairs across 59 cell lines. Task: Regression. Given two drug SMILES strings and cell line genomic features, predict the synergy score measuring deviation from expected non-interaction effect. (1) Synergy scores: CSS=27.7, Synergy_ZIP=-5.93, Synergy_Bliss=-2.31, Synergy_Loewe=-4.12, Synergy_HSA=-4.06. Drug 2: C1C(C(OC1N2C=NC3=C2NC=NCC3O)CO)O. Cell line: 786-0. Drug 1: C1CN(CCN1C(=O)CCBr)C(=O)CCBr. (2) Drug 1: CC1=C(C(=O)C2=C(C1=O)N3CC4C(C3(C2COC(=O)N)OC)N4)N. Drug 2: CC1=C(C(=CC=C1)Cl)NC(=O)C2=CN=C(S2)NC3=CC(=NC(=N3)C)N4CCN(CC4)CCO. Cell line: NCIH23. Synergy scores: CSS=70.8, Synergy_ZIP=4.51, Synergy_Bliss=3.84, Synergy_Loewe=8.38, Synergy_HSA=11.9. (3) Drug 1: C1=CC(=CC=C1C#N)C(C2=CC=C(C=C2)C#N)N3C=NC=N3. Drug 2: CN(CCCl)CCCl.Cl. Cell line: ACHN. Synergy scores: CSS=30.2, Synergy_ZIP=0.460, Synergy_Bliss=1.06, Synergy_Loewe=-7.49, Synergy_HSA=0.607. (4) Drug 1: C1=CN(C(=O)N=C1N)C2C(C(C(O2)CO)O)O.Cl. Drug 2: CCC1(CC2CC(C3=C(CCN(C2)C1)C4=CC=CC=C4N3)(C5=C(C=C6C(=C5)C78CCN9C7C(C=CC9)(C(C(C8N6C=O)(C(=O)OC)O)OC(=O)C)CC)OC)C(=O)OC)O.OS(=O)(=O)O. Cell line: UO-31. Synergy scores: CSS=24.7, Synergy_ZIP=-0.262, Synergy_Bliss=-0.926, Synergy_Loewe=-3.44, Synergy_HSA=-0.133. (5) Drug 1: CS(=O)(=O)CCNCC1=CC=C(O1)C2=CC3=C(C=C2)N=CN=C3NC4=CC(=C(C=C4)OCC5=CC(=CC=C5)F)Cl. Drug 2: C1=CC=C(C(=C1)C(C2=CC=C(C=C2)Cl)C(Cl)Cl)Cl. Cell line: HOP-92. Synergy scores: CSS=-2.28, Synergy_ZIP=-0.268, Synergy_Bliss=-3.17, Synergy_Loewe=-6.31, Synergy_HSA=-4.25. (6) Drug 1: CS(=O)(=O)C1=CC(=C(C=C1)C(=O)NC2=CC(=C(C=C2)Cl)C3=CC=CC=N3)Cl. Drug 2: C(CN)CNCCSP(=O)(O)O. Cell line: 786-0. Synergy scores: CSS=14.2, Synergy_ZIP=9.50, Synergy_Bliss=10.4, Synergy_Loewe=1.29, Synergy_HSA=9.31.